This data is from Full USPTO retrosynthesis dataset with 1.9M reactions from patents (1976-2016). The task is: Predict the reactants needed to synthesize the given product. (1) Given the product [CH3:66][C@:63]12[C@@:62]3([CH3:67])[C@@H:53]([C@:54]4([CH3:79])[C@@H:59]([CH2:60][CH2:61]3)[C:58]([CH3:69])([CH3:68])[C:57]([C:70]3[CH:78]=[CH:77][C:73]([C:74]([OH:76])=[O:75])=[CH:72][CH:71]=3)=[CH:56][CH2:55]4)[CH2:52][CH2:51][C@@H:50]1[C@H:49]1[C@H:80]([C:83]([CH3:85])=[CH2:84])[CH2:81][CH2:82][C@:48]1([NH:47][C:45](=[O:46])[CH2:93][N:92]1[CH2:91][CH2:90][O:89][C:88]1=[O:87])[CH2:65][CH2:64]2, predict the reactants needed to synthesize it. The reactants are: N[C@]12CC[C@@H](C(C)=C)[C@@H]1[C@@H]1[C@@](C)(CC2)[C@@]2(C)[C@@H]([C@]3(C)[C@@H](CC2)C(C)(C)C(C2C=CC(C(OC)=O)=CC=2)=CC3)CC1.CN(C)CC[C:45]([NH:47][C@:48]12[CH2:82][CH2:81][C@@H:80]([C:83]([CH3:85])=[CH2:84])[C@@H:49]1[C@@H:50]1[C@@:63]([CH3:66])([CH2:64][CH2:65]2)[C@@:62]2([CH3:67])[C@@H:53]([C@:54]3([CH3:79])[C@@H:59]([CH2:60][CH2:61]2)[C:58]([CH3:69])([CH3:68])[C:57]([C:70]2[CH:78]=[CH:77][C:73]([C:74]([OH:76])=[O:75])=[CH:72][CH:71]=2)=[CH:56][CH2:55]3)[CH2:52][CH2:51]1)=[O:46].[O:87]=[C:88]1[N:92]([CH2:93]C(O)=O)[CH2:91][CH2:90][O:89]1. (2) Given the product [CH2:19]([O:18][C:14](=[O:17])[CH2:15][CH2:16][N:6]1[C:7]2[CH:12]=[CH:11][CH:10]=[CH:9][C:8]=2[N:4]([C:1]([CH3:3])=[CH2:2])[C:5]1=[O:13])[CH3:20], predict the reactants needed to synthesize it. The reactants are: [C:1]([N:4]1[C:8]2[CH:9]=[CH:10][CH:11]=[CH:12][C:7]=2[NH:6][C:5]1=[O:13])([CH3:3])=[CH2:2].[C:14]([O:18][CH2:19][CH3:20])(=[O:17])[CH:15]=[CH2:16].[OH-].C([N+](C)(C)C)C1C=CC=CC=1.CO.